From a dataset of Catalyst prediction with 721,799 reactions and 888 catalyst types from USPTO. Predict which catalyst facilitates the given reaction. (1) Reactant: [N:1]1[CH:6]=[CH:5][C:4]([CH2:7][CH2:8][NH:9][C:10](=[O:16])[O:11][C:12]([CH3:15])([CH3:14])[CH3:13])=[CH:3][CH:2]=1.ClC1C=CC=C(C(OO)=[O:25])C=1. Product: [N:1]1[CH:6]=[CH:5][C:4]([CH2:7][CH2:8][NH+:9]([O-:25])[C:10](=[O:16])[O:11][C:12]([CH3:13])([CH3:15])[CH3:14])=[CH:3][CH:2]=1. The catalyst class is: 13. (2) Reactant: [OH:1][C:2]1[CH:3]=[CH:4][C:5]2[C:10](=[O:11])[O:9][C:8]([CH3:13])([CH3:12])[O:7][C:6]=2[CH:14]=1.[Br:15][CH2:16][CH2:17][CH2:18]Br.C([O-])([O-])=O.[K+].[K+]. Product: [Br:15][CH2:16][CH2:17][CH2:18][O:1][C:2]1[CH:3]=[CH:4][C:5]2[C:10](=[O:11])[O:9][C:8]([CH3:12])([CH3:13])[O:7][C:6]=2[CH:14]=1. The catalyst class is: 144. (3) Reactant: [Si]([O:8][CH2:9][CH2:10][CH2:11][C:12]([C:31]1[CH2:36][CH2:35][CH2:34][CH2:33][CH:32]=1)([C:14]1[CH:18]=[C:17]([CH2:19][O:20][Si:21]([CH:28]([CH3:30])[CH3:29])([CH:25]([CH3:27])[CH3:26])[CH:22]([CH3:24])[CH3:23])[S:16][CH:15]=1)O)(C(C)(C)C)(C)C.Cl. Product: [C:31]1([C:12]2([C:14]3[CH:18]=[C:17]([CH2:19][O:20][Si:21]([CH:25]([CH3:27])[CH3:26])([CH:22]([CH3:23])[CH3:24])[CH:28]([CH3:30])[CH3:29])[S:16][CH:15]=3)[CH2:11][CH2:10][CH2:9][O:8]2)[CH2:36][CH2:35][CH2:34][CH2:33][CH:32]=1. The catalyst class is: 14. (4) Reactant: [Si:1]([O:8][CH2:9][CH:10]([C:12]1[NH:16][C:15]2[C:17]([CH3:24])=[C:18]([CH3:23])[C:19]([CH3:22])=[C:20]([CH3:21])[C:14]=2[N:13]=1)[OH:11])([C:4]([CH3:7])([CH3:6])[CH3:5])([CH3:3])[CH3:2].[Cl:25][C:26]1[CH:27]=[C:28]([N:33]=[C:34]=[O:35])[CH:29]=[CH:30][C:31]=1[Cl:32]. Product: [Cl:25][C:26]1[CH:27]=[C:28]([NH:33][C:34](=[O:35])[O:11][CH:10]([C:12]2[NH:13][C:14]3[C:20]([CH3:21])=[C:19]([CH3:22])[C:18]([CH3:23])=[C:17]([CH3:24])[C:15]=3[N:16]=2)[CH2:9][O:8][Si:1]([C:4]([CH3:7])([CH3:6])[CH3:5])([CH3:3])[CH3:2])[CH:29]=[CH:30][C:31]=1[Cl:32]. The catalyst class is: 11. (5) Reactant: [C:1]1([S:7]([N:10]2[CH:14]=[CH:13][CH:12]=[CH:11]2)(=[O:9])=[O:8])[CH:6]=[CH:5][CH:4]=[CH:3][CH:2]=1.[C:15]1([CH3:24])[CH:20]=[CH:19][C:18]([C:21](Cl)=[O:22])=[CH:17][CH:16]=1. Product: [C:1]1([S:7]([N:10]2[CH:11]=[CH:12][CH:13]=[C:14]2[C:21]([C:18]2[CH:19]=[CH:20][C:15]([CH3:24])=[CH:16][CH:17]=2)=[O:22])(=[O:9])=[O:8])[CH:2]=[CH:3][CH:4]=[CH:5][CH:6]=1. The catalyst class is: 2. (6) Reactant: C([N:8]1[CH2:13][CH:12]=[C:11]([C:14]2[CH:19]=[CH:18][CH:17]=[CH:16][C:15]=2[O:20][C:21]([F:24])([F:23])[F:22])[CH2:10][CH2:9]1)C1C=CC=CC=1.C(O)(C(F)(F)F)=O. Product: [F:24][C:21]([F:22])([F:23])[O:20][C:15]1[CH:16]=[CH:17][CH:18]=[CH:19][C:14]=1[CH:11]1[CH2:10][CH2:9][NH:8][CH2:13][CH2:12]1. The catalyst class is: 50. (7) Reactant: OC(C(F)(F)F)=O.[NH2:8][CH:9]1[CH2:14][CH2:13][CH:12]([N:15]2[CH2:18][CH:17]([NH:19][C:20]([CH2:22][NH:23][C:24](=[O:35])[C:25]3[CH:30]=[CH:29][CH:28]=[C:27]([C:31]([F:34])([F:33])[F:32])[CH:26]=3)=[O:21])[CH2:16]2)[CH2:11][CH2:10]1.CCN(C(C)C)C(C)C.[CH2:45]([CH2:49][C:50](=O)[CH3:51])[C:46]([CH3:48])=O. Product: [CH3:51][C:50]1[N:8]([CH:9]2[CH2:10][CH2:11][CH:12]([N:15]3[CH2:18][CH:17]([NH:19][C:20]([CH2:22][NH:23][C:24](=[O:35])[C:25]4[CH:30]=[CH:29][CH:28]=[C:27]([C:31]([F:32])([F:33])[F:34])[CH:26]=4)=[O:21])[CH2:16]3)[CH2:13][CH2:14]2)[C:46]([CH3:48])=[CH:45][CH:49]=1. The catalyst class is: 5.